This data is from Catalyst prediction with 721,799 reactions and 888 catalyst types from USPTO. The task is: Predict which catalyst facilitates the given reaction. Reactant: Cl.[CH3:2][O:3][C@@H:4]([C@@H:18]1[CH2:22][CH2:21][CH2:20][NH:19]1)[C@@H:5]([CH3:17])[C:6]([NH:8][CH2:9][CH2:10][C:11]1[CH:16]=[CH:15][CH:14]=[CH:13][CH:12]=1)=[O:7].[CH:23]1[C:35]2[CH:34]([CH2:36][O:37][C:38]([NH:40][C:41]([CH3:66])([C:43]([NH:45][C@H:46]([C:50]([N:52]([C@@H:54]([C@@H:62]([CH3:65])[CH2:63][CH3:64])[C@H:55]([O:60][CH3:61])[CH2:56][C:57](O)=[O:58])[CH3:53])=[O:51])[CH:47]([CH3:49])[CH3:48])=[O:44])[CH3:42])=[O:39])[C:33]3[C:28](=[CH:29][CH:30]=[CH:31][CH:32]=3)[C:27]=2[CH:26]=[CH:25][CH:24]=1.C(N(C(C)C)CC)(C)C.CN(C(ON1N=NC2C=CC=NC1=2)=[N+](C)C)C.F[P-](F)(F)(F)(F)F. Product: [CH:23]1[C:35]2[CH:34]([CH2:36][O:37][C:38]([NH:40][C:41]([CH3:66])([C:43]([NH:45][C@H:46]([C:50]([N:52]([C@@H:54]([C@@H:62]([CH3:65])[CH2:63][CH3:64])[C@H:55]([O:60][CH3:61])[CH2:56][C:57]([N:19]3[CH2:20][CH2:21][CH2:22][C@H:18]3[C@H:4]([O:3][CH3:2])[C@@H:5]([CH3:17])[C:6](=[O:7])[NH:8][CH2:9][CH2:10][C:11]3[CH:12]=[CH:13][CH:14]=[CH:15][CH:16]=3)=[O:58])[CH3:53])=[O:51])[CH:47]([CH3:49])[CH3:48])=[O:44])[CH3:42])=[O:39])[C:33]3[C:28](=[CH:29][CH:30]=[CH:31][CH:32]=3)[C:27]=2[CH:26]=[CH:25][CH:24]=1. The catalyst class is: 4.